Dataset: Catalyst prediction with 721,799 reactions and 888 catalyst types from USPTO. Task: Predict which catalyst facilitates the given reaction. (1) Reactant: [C:1]1([C:14]2[C:22]3[C:21]4[CH:23]=[CH:24][CH:25]=[CH:26][C:20]=4[O:19][C:18]=3[CH:17]=[CH:16][CH:15]=2)[C:9]2[C:8]3[CH:10]=[CH:11][CH:12]=[CH:13][C:7]=3[O:6][C:5]=2[CH:4]=[CH:3][CH:2]=1.C([Li])CCC.[I:32]I.Cl. Product: [I:32][C:4]1[C:5]2[O:6][C:7]3[CH:13]=[CH:12][CH:11]=[CH:10][C:8]=3[C:9]=2[C:1]([C:14]2[C:22]3[C:21]4[CH:23]=[CH:24][CH:25]=[CH:26][C:20]=4[O:19][C:18]=3[CH:17]=[CH:16][CH:15]=2)=[CH:2][CH:3]=1. The catalyst class is: 134. (2) The catalyst class is: 5. Product: [CH3:14][CH:13]([CH3:15])[C:12]([NH:9][CH2:8][C:3]1[CH:4]=[N:5][CH:6]=[CH:7][N:2]=1)=[O:16]. Reactant: Cl.[N:2]1[CH:7]=[CH:6][N:5]=[CH:4][C:3]=1[CH2:8][NH2:9].[OH-].[K+].[C:12](O[C:12](=[O:16])[CH:13]([CH3:15])[CH3:14])(=[O:16])[CH:13]([CH3:15])[CH3:14]. (3) Reactant: [F:1][C:2]([F:12])([C:6]1[CH:11]=[CH:10][CH:9]=[CH:8][CH:7]=1)[C:3]([NH2:5])=O.N1C=CC=CC=1.C(OC(C(F)(F)F)=O)(C(F)(F)F)=O. Product: [F:1][C:2]([F:12])([C:6]1[CH:7]=[CH:8][CH:9]=[CH:10][CH:11]=1)[C:3]#[N:5]. The catalyst class is: 1. (4) Reactant: [C:1]([NH:4][C:5]1[CH:6]=[C:7]([CH:40]=[CH:41][CH:42]=1)[C:8]([NH:10][C:11]1[CH:20]=[C:19]([C:21]2[C:30]3[C:25](=[CH:26][C:27]([O:36][CH3:37])=[C:28]4[O:33][C:32]([CH3:35])([CH3:34])[CH2:31][C:29]4=3)[CH2:24][C:23]([CH3:39])([CH3:38])[N:22]=2)[CH:18]=[CH:17][C:12]=1[C:13]([O:15]C)=[O:14])=[O:9])(=[O:3])[CH3:2].[OH-].[Na+].Cl. Product: [C:1]([NH:4][C:5]1[CH:6]=[C:7]([CH:40]=[CH:41][CH:42]=1)[C:8]([NH:10][C:11]1[CH:20]=[C:19]([C:21]2[C:30]3[C:25](=[CH:26][C:27]([O:36][CH3:37])=[C:28]4[O:33][C:32]([CH3:35])([CH3:34])[CH2:31][C:29]4=3)[CH2:24][C:23]([CH3:39])([CH3:38])[N:22]=2)[CH:18]=[CH:17][C:12]=1[C:13]([OH:15])=[O:14])=[O:9])(=[O:3])[CH3:2]. The catalyst class is: 5. (5) Reactant: [NH2:1][C:2]1[CH:3]=[C:4]([CH:21]=[CH:22][CH:23]=1)[CH2:5][N:6]([C:15](=[O:20])[C:16]([F:19])([F:18])[F:17])[CH2:7][C:8]([O:10][C:11]([CH3:14])([CH3:13])[CH3:12])=[O:9].C(N(CC)CC)C.Cl[S:32]([NH:35][C:36](=[O:42])[O:37][C:38]([CH3:41])([CH3:40])[CH3:39])(=[O:34])=[O:33].O. Product: [C:38]([O:37][C:36]([NH:35][S:32]([NH:1][C:2]1[CH:3]=[C:4]([CH:21]=[CH:22][CH:23]=1)[CH2:5][N:6]([C:15](=[O:20])[C:16]([F:17])([F:18])[F:19])[CH2:7][C:8]([O:10][C:11]([CH3:14])([CH3:13])[CH3:12])=[O:9])(=[O:34])=[O:33])=[O:42])([CH3:41])([CH3:39])[CH3:40]. The catalyst class is: 4. (6) Reactant: [F:1][CH:2]([F:22])[C:3]1[C:8]([O:9][CH3:10])=[CH:7][C:6](B2OC(C)(C)C(C)(C)O2)=[C:5]([O:20][CH3:21])[CH:4]=1.Cl[C:24]1[C:33]2[C:28](=[CH:29][C:30]([S:34]([N:37](CC3C=CC(OC)=CC=3)[C:38]3[S:39][CH:40]=[CH:41][N:42]=3)(=[O:36])=[O:35])=[CH:31][CH:32]=2)[CH:27]=[CH:26][N:25]=1.C(=O)([O-])[O-].[K+].[K+].Cl. Product: [F:22][CH:2]([F:1])[C:3]1[C:8]([O:9][CH3:10])=[CH:7][C:6]([C:24]2[C:33]3[C:28](=[CH:29][C:30]([S:34]([NH:37][C:38]4[S:39][CH:40]=[CH:41][N:42]=4)(=[O:36])=[O:35])=[CH:31][CH:32]=3)[CH:27]=[CH:26][N:25]=2)=[C:5]([O:20][CH3:21])[CH:4]=1. The catalyst class is: 669.